Dataset: Forward reaction prediction with 1.9M reactions from USPTO patents (1976-2016). Task: Predict the product of the given reaction. (1) Given the reactants [C:1]([O:5][C:6]([N:8]1[CH2:13][CH2:12][N:11]([C:14]2[CH:19]=[C:18]([NH2:20])[C:17]([NH2:21])=[CH:16][C:15]=2[C:22](=[O:33])[NH:23][C:24]2[CH:32]=[C:31]3[C:27]([CH:28]=[N:29][NH:30]3)=[CH:26][CH:25]=2)[CH2:10][CH2:9]1)=[O:7])([CH3:4])([CH3:3])[CH3:2].[N:34]([C:37]1[C:42]([CH3:43])=[CH:41][CH:40]=[CH:39][N:38]=1)=[C:35]=S, predict the reaction product. The product is: [C:1]([O:5][C:6]([N:8]1[CH2:13][CH2:12][N:11]([C:14]2[C:15]([C:22](=[O:33])[NH:23][C:24]3[CH:32]=[C:31]4[C:27]([CH:28]=[N:29][NH:30]4)=[CH:26][CH:25]=3)=[CH:16][C:17]3[N:21]=[C:35]([NH:34][C:37]4[C:42]([CH3:43])=[CH:41][CH:40]=[CH:39][N:38]=4)[NH:20][C:18]=3[CH:19]=2)[CH2:10][CH2:9]1)=[O:7])([CH3:4])([CH3:2])[CH3:3]. (2) Given the reactants [Na].[CH:2]1([OH:7])[CH2:6][CH2:5][CH2:4][CH2:3]1.Cl[C:9]1[N:17]=[C:16]([NH:18][C:19]2[CH:20]=[C:21]([NH:25][S:26]([CH3:29])(=[O:28])=[O:27])[CH:22]=[CH:23][CH:24]=2)[N:15]=[C:14]2[C:10]=1[N:11]=[CH:12][NH:13]2, predict the reaction product. The product is: [CH:2]1([O:7][C:9]2[N:17]=[C:16]([NH:18][C:19]3[CH:20]=[C:21]([NH:25][S:26]([CH3:29])(=[O:27])=[O:28])[CH:22]=[CH:23][CH:24]=3)[N:15]=[C:14]3[C:10]=2[N:11]=[CH:12][NH:13]3)[CH2:6][CH2:5][CH2:4][CH2:3]1. (3) Given the reactants [Br:1][C:2]1[C:3]([F:13])=[C:4]([Cl:12])[C:5]([F:11])=[C:6]([CH:10]=1)[C:7](O)=[O:8].C(Cl)(=O)C([Cl:17])=O, predict the reaction product. The product is: [Br:1][C:2]1[C:3]([F:13])=[C:4]([Cl:12])[C:5]([F:11])=[C:6]([CH:10]=1)[C:7]([Cl:17])=[O:8]. (4) Given the reactants [CH2:1]([NH:3][CH2:4][CH3:5])[CH3:2].[N+:6]([C:9]1[CH:14]=[C:13]([N+:15]([O-:17])=[O:16])[CH:12]=[CH:11][C:10]=1[CH2:18][C:19](Cl)=[O:20])([O-:8])=[O:7], predict the reaction product. The product is: [N+:6]([C:9]1[CH:14]=[C:13]([N+:15]([O-:17])=[O:16])[CH:12]=[CH:11][C:10]=1[CH2:18][C:19]([N:3]([CH2:4][CH3:5])[CH2:1][CH3:2])=[O:20])([O-:8])=[O:7].